Dataset: Reaction yield outcomes from USPTO patents with 853,638 reactions. Task: Predict the reaction yield, written as a fraction of the theoretical maximum amount of product (1.0 means a 100% yield; for example, 0.34 means a 34% yield). (1) The reactants are C([N:8]1[CH:13]2[CH2:14][C:15](=[O:17])[CH2:16][CH:9]1[CH2:10][O:11][CH2:12]2)C1C=CC=CC=1. The catalyst is CCOC(C)=O.CC(O)=O.[Pd]. The product is [CH:9]12[NH:8][CH:13]([CH2:14][C:15](=[O:17])[CH2:16]1)[CH2:12][O:11][CH2:10]2. The yield is 1.00. (2) The reactants are [CH2:1]([CH:3]([C:6]1[C:7]2[N:8]([C:13]([C:17]3[C:18]4[CH:26]=[CH:25][CH:24]=[C:23]([C:27]([CH3:29])=[CH2:28])[C:19]=4[S:20][C:21]=3[CH3:22])=[C:14]([CH3:16])[N:15]=2)[N:9]=[C:10]([CH3:12])[CH:11]=1)[CH2:4][CH3:5])[CH3:2].[Zn](CC)[CH2:31]C.ClCI. The catalyst is C(Cl)Cl. The product is [CH2:1]([CH:3]([C:6]1[C:7]2[N:8]([C:13]([C:17]3[C:18]4[CH:26]=[CH:25][CH:24]=[C:23]([C:27]5([CH3:31])[CH2:29][CH2:28]5)[C:19]=4[S:20][C:21]=3[CH3:22])=[C:14]([CH3:16])[N:15]=2)[N:9]=[C:10]([CH3:12])[CH:11]=1)[CH2:4][CH3:5])[CH3:2]. The yield is 0.120. (3) The reactants are Br[C:2]1[S:3][CH:4]=[CH:5][N:6]=1.[NH2:7][C:8]1[CH:9]=[CH:10][C:11]([CH2:15][CH3:16])=[C:12]([OH:14])[CH:13]=1.Cl. The catalyst is CCO. The product is [CH2:15]([C:11]1[CH:10]=[CH:9][C:8]([NH:7][C:2]2[S:3][CH:4]=[CH:5][N:6]=2)=[CH:13][C:12]=1[OH:14])[CH3:16]. The yield is 0.690. (4) The reactants are Cl[CH2:2][C:3]1[NH:4][C:5]2[CH:11]=[CH:10][CH:9]=[CH:8][C:6]=2[N:7]=1.[C:12]([O:16][C:17](=[O:24])[NH:18][CH2:19][CH2:20][CH2:21][CH2:22][NH2:23])([CH3:15])([CH3:14])[CH3:13].CCN(C(C)C)C(C)C. The catalyst is CC#N. The product is [C:12]([O:16][C:17](=[O:24])[NH:18][CH2:19][CH2:20][CH2:21][CH2:22][NH:23][CH2:2][C:3]1[NH:4][C:5]2[CH:11]=[CH:10][CH:9]=[CH:8][C:6]=2[N:7]=1)([CH3:15])([CH3:13])[CH3:14]. The yield is 0.440. (5) The reactants are [OH:1][CH:2]1[CH2:6][CH2:5][CH:4]([C:7]2[C:11]3[CH2:12][N:13](C(OC(C)(C)C)=O)[CH2:14][CH2:15][C:10]=3[N:9](COCC[Si](C)(C)C)[N:8]=2)[CH2:3]1.Cl.O1CCOCC1. No catalyst specified. The product is [NH:9]1[C:10]2[CH2:15][CH2:14][NH:13][CH2:12][C:11]=2[C:7]([CH:4]2[CH2:5][CH2:6][CH:2]([OH:1])[CH2:3]2)=[N:8]1. The yield is 0.998. (6) The reactants are Cl.[NH2:2][CH:3]([CH2:9][CH2:10][CH2:11][CH3:12])[C:4]([O:6][CH2:7][CH3:8])=[O:5].[O-]S([O-])(=O)=O.[Mg+2].CCN(CC)CC.[CH:26](=O)[C:27]1[CH:32]=[CH:31][CH:30]=[CH:29][CH:28]=1. The catalyst is C(Cl)Cl. The product is [CH:26](=[N:2][CH:3]([CH2:9][CH2:10][CH2:11][CH3:12])[C:4]([O:6][CH2:7][CH3:8])=[O:5])[C:27]1[CH:32]=[CH:31][CH:30]=[CH:29][CH:28]=1. The yield is 0.920.